This data is from Forward reaction prediction with 1.9M reactions from USPTO patents (1976-2016). The task is: Predict the product of the given reaction. (1) Given the reactants [F:1][C:2]1[CH:7]=[CH:6][C:5]([F:8])=[CH:4][C:3]=1[C@H:9]1[CH2:13][CH2:12][CH2:11][N:10]1[C:14]1[CH:19]=[CH:18][N:17]2[N:20]=[CH:21][C:22]([NH:23][C:24]([N:26]3[CH2:31][CH2:30][N:29](C(OC(C)(C)C)=O)[C@@H:28]([CH3:39])[CH2:27]3)=[O:25])=[C:16]2[N:15]=1.[ClH:40], predict the reaction product. The product is: [ClH:40].[F:1][C:2]1[CH:7]=[CH:6][C:5]([F:8])=[CH:4][C:3]=1[C@H:9]1[CH2:13][CH2:12][CH2:11][N:10]1[C:14]1[CH:19]=[CH:18][N:17]2[N:20]=[CH:21][C:22]([NH:23][C:24]([N:26]3[CH2:31][CH2:30][NH:29][C@@H:28]([CH3:39])[CH2:27]3)=[O:25])=[C:16]2[N:15]=1.[ClH:40]. (2) Given the reactants [C:1]([N:4]1[C:13]2[C:8](=[CH:9][C:10]([C:14]#[N:15])=[CH:11][CH:12]=2)[C@H:7]([NH:16]C(=O)OCC2C=CC=CC=2)[C@@H:6]([CH3:27])[C@@H:5]1[CH:28]1[CH2:30][CH2:29]1)(=[O:3])[CH3:2].C1COCC1, predict the reaction product. The product is: [C:1]([N:4]1[C:13]2[C:8](=[CH:9][C:10]([C:14]#[N:15])=[CH:11][CH:12]=2)[C@H:7]([NH2:16])[C@@H:6]([CH3:27])[C@@H:5]1[CH:28]1[CH2:30][CH2:29]1)(=[O:3])[CH3:2].